Dataset: Forward reaction prediction with 1.9M reactions from USPTO patents (1976-2016). Task: Predict the product of the given reaction. (1) Given the reactants [F:1][C:2]1[CH:3]=[C:4]([N:8]=[C:9]=[O:10])[CH:5]=[CH:6][CH:7]=1.[NH2:11][C:12]1[C:17]2[NH:18][C:19]([C:21]3[C:22](=[O:37])[NH:23][CH:24]=[CH:25][C:26]=3[NH:27][CH2:28][C@@H:29]([OH:36])[C:30]3[CH:35]=[CH:34][CH:33]=[CH:32][CH:31]=3)=[N:20][C:16]=2[CH:15]=[CH:14][CH:13]=1.N, predict the reaction product. The product is: [F:1][C:2]1[CH:3]=[C:4]([NH:8][C:9]([NH:11][C:12]2[C:17]3[NH:18][C:19]([C:21]4[C:22](=[O:37])[NH:23][CH:24]=[CH:25][C:26]=4[NH:27][CH2:28][C@@H:29]([OH:36])[C:30]4[CH:31]=[CH:32][CH:33]=[CH:34][CH:35]=4)=[N:20][C:16]=3[CH:15]=[CH:14][CH:13]=2)=[O:10])[CH:5]=[CH:6][CH:7]=1. (2) The product is: [C:8]([C:7]1[CH:10]=[C:3](/[CH:1]=[CH:17]/[C:18]([OH:20])=[O:19])[CH:4]=[CH:5][C:6]=1[N:11]1[CH:15]=[N:14][CH:13]=[N:12]1)#[N:9]. Given the reactants [CH:1]([C:3]1[CH:4]=[CH:5][C:6]([N:11]2[CH:15]=[N:14][CH:13]=[N:12]2)=[C:7]([CH:10]=1)[C:8]#[N:9])=O.C(O)(=O)[CH2:17][C:18]([OH:20])=[O:19].N1CCCCC1, predict the reaction product. (3) Given the reactants [F:1][C:2]([F:13])([F:12])[C:3]1[CH:11]=[CH:10][C:6]([C:7](Cl)=[O:8])=[CH:5][CH:4]=1.Cl.[CH3:15][NH:16][O:17][CH3:18].N1C=CC=CC=1, predict the reaction product. The product is: [CH3:18][O:17][N:16]([CH3:15])[C:7](=[O:8])[C:6]1[CH:10]=[CH:11][C:3]([C:2]([F:13])([F:12])[F:1])=[CH:4][CH:5]=1. (4) Given the reactants [F:1][C:2]1[CH:7]=[C:6]([NH2:8])[CH:5]=[CH:4][C:3]=1[NH:9][CH2:10][CH2:11][N:12]1[CH2:17][CH2:16][O:15][CH2:14][CH2:13]1.C[Al](C)C.C[O:23][C:24](=O)/[CH:25]=[C:26](\[NH:28][C:29](=O)[CH2:30][O:31][C:32]1[CH:37]=[CH:36][CH:35]=[C:34]([F:38])[CH:33]=1)/[CH3:27].O, predict the reaction product. The product is: [F:1][C:2]1[CH:7]=[C:6]([N:8]2[C:24](=[O:23])[CH:25]=[C:26]([CH3:27])[N:28]=[C:29]2[CH2:30][O:31][C:32]2[CH:37]=[CH:36][CH:35]=[C:34]([F:38])[CH:33]=2)[CH:5]=[CH:4][C:3]=1[NH:9][CH2:10][CH2:11][N:12]1[CH2:17][CH2:16][O:15][CH2:14][CH2:13]1. (5) Given the reactants [N:1]1[C:10]2[CH2:9][CH2:8][CH2:7][CH:6]([NH2:11])[C:5]=2[N:4]=[CH:3][CH:2]=1.[O:12]=[C:13]1[C:21]2[C:16](=[CH:17][CH:18]=[CH:19][CH:20]=2)[C:15](=[O:22])[N:14]1[CH2:23][CH2:24][CH2:25][CH:26]=O.C(O[BH-](OC(=O)C)OC(=O)C)(=O)C.[Na+], predict the reaction product. The product is: [N:1]1[C:10]2[CH2:9][CH2:8][CH2:7][CH:6]([NH:11][CH2:26][CH2:25][CH2:24][CH2:23][N:14]3[C:15](=[O:22])[C:16]4[C:21](=[CH:20][CH:19]=[CH:18][CH:17]=4)[C:13]3=[O:12])[C:5]=2[N:4]=[CH:3][CH:2]=1. (6) Given the reactants [N:1]([O-])=O.[Na+].[CH:5]([C:8]1[O:12][N:11]=[C:10]([C:13]([NH:15][NH2:16])=[O:14])[CH:9]=1)([CH3:7])[CH3:6], predict the reaction product. The product is: [CH:5]([C:8]1[O:12][N:11]=[C:10]([C:13]([N:15]=[N+:16]=[N-:1])=[O:14])[CH:9]=1)([CH3:7])[CH3:6]. (7) Given the reactants C[Si]([N-][Si](C)(C)C)(C)C.[Li+].Br[CH2:12][CH2:13][CH2:14][CH:15]([C:20]1[CH:25]=[CH:24][C:23]([B:26]2[O:30][C:29]([CH3:32])([CH3:31])[C:28]([CH3:34])([CH3:33])[O:27]2)=[C:22]([Cl:35])[CH:21]=1)[C:16]([O:18][CH3:19])=[O:17], predict the reaction product. The product is: [Cl:35][C:22]1[CH:21]=[C:20]([C:15]2([C:16]([O:18][CH3:19])=[O:17])[CH2:14][CH2:13][CH2:12]2)[CH:25]=[CH:24][C:23]=1[B:26]1[O:30][C:29]([CH3:32])([CH3:31])[C:28]([CH3:34])([CH3:33])[O:27]1.